From a dataset of Reaction yield outcomes from USPTO patents with 853,638 reactions. Predict the reaction yield, written as a fraction of the theoretical maximum amount of product (1.0 means a 100% yield; for example, 0.34 means a 34% yield). (1) The reactants are [C:1]([C:3]1[CH:8]=[CH:7][C:6]([CH:9]([CH2:13][CH:14]2[CH2:18][CH2:17][CH2:16][CH2:15]2)[C:10]([OH:12])=O)=[CH:5][CH:4]=1)#[N:2].C(Cl)(=O)C(Cl)=O.[NH2:25][C:26]1[S:27][CH:28]=[CH:29][N:30]=1.C(N(CC)C(C)C)(C)C. The catalyst is C(Cl)Cl.CN(C)C=O.O1CCCC1. The product is [C:1]([C:3]1[CH:4]=[CH:5][C:6]([CH:9]([CH2:13][CH:14]2[CH2:18][CH2:17][CH2:16][CH2:15]2)[C:10]([NH:25][C:26]2[S:27][CH:28]=[CH:29][N:30]=2)=[O:12])=[CH:7][CH:8]=1)#[N:2]. The yield is 1.00. (2) The reactants are [Si:1]([O:18][CH2:19][C:20]1[CH:27]=[CH:26][C:23](C=O)=[CH:22][CH:21]=1)([C:14]([CH3:17])([CH3:16])[CH3:15])([C:8]1[CH:13]=[CH:12][CH:11]=[CH:10][CH:9]=1)[C:2]1[CH:7]=[CH:6][CH:5]=[CH:4][CH:3]=1.C1(C2(C3C=CC=CC=3)CCP(C3C=CC=CC=3)[C:35]2=[CH:45][C:46]([O:48][CH2:49][CH3:50])=[O:47])C=CC=CC=1. The catalyst is C1C=CC=CC=1.CCCCCC.C(OCC)C.C(O)(=O)C1C=CC=CC=1. The product is [Si:1]([O:18][CH2:19][C:20]1[CH:27]=[CH:26][C:23](/[CH:35]=[CH:45]/[C:46]([O:48][CH2:49][CH3:50])=[O:47])=[CH:22][CH:21]=1)([C:14]([CH3:17])([CH3:16])[CH3:15])([C:8]1[CH:13]=[CH:12][CH:11]=[CH:10][CH:9]=1)[C:2]1[CH:7]=[CH:6][CH:5]=[CH:4][CH:3]=1. The yield is 0.900.